The task is: Predict which catalyst facilitates the given reaction.. This data is from Catalyst prediction with 721,799 reactions and 888 catalyst types from USPTO. (1) Reactant: [CH3:1][N:2]([CH3:12])[C:3]1[CH:8]=[CH:7][C:6]([N+:9]([O-])=O)=[CH:5][N:4]=1.[H][H]. Product: [CH3:1][N:2]([CH3:12])[C:3]1[CH:8]=[CH:7][C:6]([NH2:9])=[CH:5][N:4]=1. The catalyst class is: 63. (2) Reactant: [N+]([C:4]1[CH:5]=[C:6]([C:12]#[N:13])[C:7](=[CH:10][CH:11]=1)[C:8]#[N:9])([O-])=O.[C:14]1([CH3:21])[C:19]([OH:20])=[CH:18][CH:17]=[CH:16][CH:15]=1.C([O-])([O-])=O.[K+].[K+].O. Product: [C:14]1([CH3:21])[CH:15]=[CH:16][CH:17]=[CH:18][C:19]=1[O:20][C:4]1[CH:5]=[C:6]([C:12]#[N:13])[C:7](=[CH:10][CH:11]=1)[C:8]#[N:9]. The catalyst class is: 3.